From a dataset of Reaction yield outcomes from USPTO patents with 853,638 reactions. Predict the reaction yield, written as a fraction of the theoretical maximum amount of product (1.0 means a 100% yield; for example, 0.34 means a 34% yield). (1) The reactants are [OH:1][C:2]1[CH:7]=[CH:6][C:5]([NH:8][C:9](=O)[CH2:10][O:11][C:12]2[CH:17]=[CH:16][CH:15]=[C:14]([O:18][CH3:19])[CH:13]=2)=[C:4]([NH:21][CH2:22][CH:23]([CH3:25])[CH3:24])[CH:3]=1. The catalyst is CC(O)=O. The product is [CH3:19][O:18][C:14]1[CH:13]=[C:12]([CH:17]=[CH:16][CH:15]=1)[O:11][CH2:10][C:9]1[N:21]([CH2:22][CH:23]([CH3:25])[CH3:24])[C:4]2[CH:3]=[C:2]([OH:1])[CH:7]=[CH:6][C:5]=2[N:8]=1. The yield is 0.710. (2) The reactants are C(OC(=O)[NH:10][CH2:11][CH2:12][C@@H:13]([NH:20][C:21]1[C:30]2[C:25](=[C:26]([C:31](=[O:33])[NH2:32])[CH:27]=[CH:28][CH:29]=2)[N:24]=[CH:23][N:22]=1)[C:14]1[CH:19]=[CH:18][CH:17]=[CH:16][CH:15]=1)C1C=CC=CC=1. The catalyst is CCO.[Pd]. The product is [NH2:10][CH2:11][CH2:12][CH:13]([NH:20][C:21]1[C:30]2[C:25](=[C:26]([C:31]([NH2:32])=[O:33])[CH:27]=[CH:28][CH:29]=2)[N:24]=[CH:23][N:22]=1)[C:14]1[CH:19]=[CH:18][CH:17]=[CH:16][CH:15]=1. The yield is 0.500. (3) The reactants are [CH2:1]([NH:3][CH2:4][CH3:5])[CH3:2].[OH-].[Na+].Br[CH2:9][CH2:10][CH2:11][Cl:12]. The catalyst is CC(C)=O. The product is [Cl:12][CH2:11][CH2:10][CH2:9][N:3]([CH2:4][CH3:5])[CH2:1][CH3:2]. The yield is 0.590. (4) The reactants are [C:1]([O:4][CH:5]1[C:9]2[N:10]=[CH:11][N:12]=[C:13](Cl)[C:8]=2[C@H:7]([CH3:15])[CH2:6]1)(=[O:3])[CH3:2].[CH3:16][C@@H:17]1[NH:22][CH2:21][CH2:20][N:19]([C:23]([O:25][C:26]([CH3:29])([CH3:28])[CH3:27])=[O:24])[CH2:18]1. The catalyst is CN1C(=O)CCC1.C(OCC)(=O)C. The product is [C:1]([O:4][CH:5]1[C:9]2[N:10]=[CH:11][N:12]=[C:13]([N:22]3[CH2:21][CH2:20][N:19]([C:23]([O:25][C:26]([CH3:29])([CH3:28])[CH3:27])=[O:24])[CH2:18][C@@H:17]3[CH3:16])[C:8]=2[C@H:7]([CH3:15])[CH2:6]1)(=[O:3])[CH3:2]. The yield is 0.600.